Dataset: Experimentally validated miRNA-target interactions with 360,000+ pairs, plus equal number of negative samples. Task: Binary Classification. Given a miRNA mature sequence and a target amino acid sequence, predict their likelihood of interaction. (1) The miRNA is hsa-miR-5047 with sequence UUGCAGCUGCGGUUGUAAGGU. The protein sequence of the target gene is MSRSSPSGKGHSRMAEPRFNNPYFWPPPPTMPSQLDNLVLINKIKEQLMAEKIRPPHLPPTSASSQQPLLVPPAPAESSQAVMSLPKLQQVPGLHPQAVPQPDVALHARPATSTVTGLGLSTRTPSVSTSESSAGAGTGTGTSTPSTPTTTSQSRLIASSPTLISGITSPPLLDSIKTIQGHGLLGPPKSERGRKKIKAENPGGPPVLVVPYPILASGETAKEGKTYRCKVCPLTFFTKSEMQIHSKSHTEAKPHKCPHCSKSFANASYLAQHLRIHLGVKPYHCSYCDKSFRQLSHLQQ.... Result: 0 (no interaction). (2) The miRNA is mmu-miR-465c-5p with sequence UAUUUAGAAUGGCGCUGAUCUG. The protein sequence of the target gene is MSTPARRRLMRDFKRLQEDPPVGVSGAPSENNIMQWNAVIFGPEGTPFEDGTFKLVIEFSEEYPNKPPTVRFLSKMFHPNVYADGSICLDILQNRWSPTYDVSSILTSIQSLLDEPNPNSPANSQAAQLYQENKREYEKRVSAIVEQSWNDS. Result: 0 (no interaction). (3) The miRNA is mmu-miR-375-3p with sequence UUUGUUCGUUCGGCUCGCGUGA. Result: 0 (no interaction). The protein sequence of the target gene is MSDKSDLKAELERKKQRLAQIREEKKRKEEERKKKEADMQQKKEPVQDDSDLDRKRRETEALLQSIGISPEPPLVQPLHFLTWDTCYFHYLVPTPMSPSSKSVSTPSEAGSQDSGDLGPLTRTLQWDTDPSVLQLQSDSELGRRLHKLGVSKVTQVDFLPREVVSYSKETQTPLATHQSEEDEEDEEMVESKVGQDSELENQDKKQEVKEAPPRELTEEEKQQILHSEEFLIFFDRTIRVIERALAEDSDIFFDYSGRELEEKDGDVQAGANLSFNRQFYDEHWSKHRVVTCMDWSLQYP.... (4) The miRNA is hsa-miR-6855-5p with sequence UUGGGGUUUGGGGUGCAGACAUUGC. The protein sequence of the target gene is MGWRAAGALLLALLLHGRLLAVTHGLRAYDGLSLPEDIETVTASQMRWTHSYLSDDEDMLADSISGDDLGSGDLGSGDFQMVYFRALVNFTRSIEYSPQLEDAGSREFREVSEAVVDTLESEYLKIPGDQVVSVVFIKELDGWVFVELDVGSEGNADGAQIQEMLLRVISSGSVASYVTSPQGFQFRRLGTVPQFPRACTEAEFACHSYNECVALEYRCDRRPDCRDMSDELNCEEPVLGISPTFSLLVETTSLPPRPETTIMRQPPVTHAPQPLLPGSVRPLPCGPQEAACRNGHCIPR.... Result: 0 (no interaction).